From a dataset of Reaction yield outcomes from USPTO patents with 853,638 reactions. Predict the reaction yield, written as a fraction of the theoretical maximum amount of product (1.0 means a 100% yield; for example, 0.34 means a 34% yield). The reactants are [N:1]1[N:2]=[C:3]([C:10]2[CH:19]=[CH:18][C:17]3[C:12](=[C:13]([O:20][CH2:21][C:22]([CH3:33])([CH3:32])[CH2:23][NH:24][C:25](=[O:31])[O:26][C:27]([CH3:30])([CH3:29])[CH3:28])[CH:14]=[CH:15][CH:16]=3)[N:11]=2)[N:4]2[CH:9]=[CH:8][CH:7]=[CH:6][C:5]=12.[H-].[Na+].[CH2:36](I)[CH3:37].[NH4+].[Cl-]. The catalyst is CN(C=O)C. The product is [N:1]1[N:2]=[C:3]([C:10]2[CH:19]=[CH:18][C:17]3[C:12](=[C:13]([O:20][CH2:21][C:22]([CH3:33])([CH3:32])[CH2:23][N:24]([CH2:36][CH3:37])[C:25](=[O:31])[O:26][C:27]([CH3:28])([CH3:30])[CH3:29])[CH:14]=[CH:15][CH:16]=3)[N:11]=2)[N:4]2[CH:9]=[CH:8][CH:7]=[CH:6][C:5]=12. The yield is 0.850.